From a dataset of Forward reaction prediction with 1.9M reactions from USPTO patents (1976-2016). Predict the product of the given reaction. (1) Given the reactants [Cl:1][C:2]1[S:6][C:5]([C:7]([OH:9])=O)=[CH:4][C:3]=1[C:10]1[N:14]([CH2:15][CH3:16])[N:13]=[CH:12][C:11]=1[CH3:17].C1CN([P+](Br)(N2CCCC2)N2CCCC2)CC1.F[P-](F)(F)(F)(F)F.CCN(C(C)C)C(C)C.[NH2:51][C@@H:52]([CH2:65][C:66]1[CH:71]=[CH:70][CH:69]=[C:68]([F:72])[CH:67]=1)[CH2:53][N:54]1[C:62](=[O:63])[C:61]2[C:56](=[CH:57][CH:58]=[CH:59][CH:60]=2)[C:55]1=[O:64], predict the reaction product. The product is: [Cl:1][C:2]1[S:6][C:5]([C:7]([NH:51][C@@H:52]([CH2:65][C:66]2[CH:71]=[CH:70][CH:69]=[C:68]([F:72])[CH:67]=2)[CH2:53][N:54]2[C:62](=[O:63])[C:61]3[C:56](=[CH:57][CH:58]=[CH:59][CH:60]=3)[C:55]2=[O:64])=[O:9])=[CH:4][C:3]=1[C:10]1[N:14]([CH2:15][CH3:16])[N:13]=[CH:12][C:11]=1[CH3:17]. (2) Given the reactants [F:1][C:2]1[CH:3]=[C:4]([CH:20]=[CH:21][C:22]=1[F:23])[CH2:5][CH:6]1[CH2:11][CH:10]([C:12]([O:14]C)=[O:13])[CH2:9][CH2:8][N:7]1[C:16]([O:18][CH3:19])=[O:17].[Br-].[Li+].C(N(CC)CC)C.CC(OC)(C)C, predict the reaction product. The product is: [F:1][C:2]1[CH:3]=[C:4]([CH:20]=[CH:21][C:22]=1[F:23])[CH2:5][CH:6]1[CH2:11][CH:10]([C:12]([OH:14])=[O:13])[CH2:9][CH2:8][N:7]1[C:16]([O:18][CH3:19])=[O:17].